The task is: Predict the product of the given reaction.. This data is from Forward reaction prediction with 1.9M reactions from USPTO patents (1976-2016). (1) Given the reactants [O:1]([C:8]1[CH:13]=[CH:12][C:11]([OH:14])=[CH:10][CH:9]=1)[C:2]1[CH:7]=[CH:6][CH:5]=[CH:4][CH:3]=1.[C:15]([O-])([O-])=O.[K+].[K+].CI, predict the reaction product. The product is: [CH3:15][O:14][C:11]1[CH:10]=[CH:9][C:8]([O:1][C:2]2[CH:7]=[CH:6][CH:5]=[CH:4][CH:3]=2)=[CH:13][CH:12]=1. (2) Given the reactants [Br:1][C:2]1[C:6]2=[C:7]3[C:12](=[CH:13][CH:14]=[C:5]2[S:4][C:3]=1[CH2:15][OH:16])[N:11]=[CH:10][CH:9]=[CH:8]3, predict the reaction product. The product is: [Br:1][C:2]1[C:6]2=[C:7]3[C:12](=[CH:13][CH:14]=[C:5]2[S:4][C:3]=1[CH:15]=[O:16])[N:11]=[CH:10][CH:9]=[CH:8]3. (3) Given the reactants [CH3:1][N:2]1[C:7](=[O:8])[N:6]([CH3:9])[C:5](=[O:10])[C:4]([N:11]2[CH2:16][CH2:15][NH:14][CH:13](C)[CH2:12]2)=[N:3]1.CC1CNCCN1, predict the reaction product. The product is: [CH3:1][N:2]1[C:7](=[O:8])[N:6]([CH3:9])[C:5](=[O:10])[C:4]([N:11]2[CH2:12][CH2:13][NH:14][CH2:15][CH2:16]2)=[N:3]1. (4) Given the reactants I[C:2]1[CH:7]=[CH:6][C:5]([C:8]2[O:12][C:11]([CH2:13][N:14]([CH3:16])[CH3:15])=[N:10][N:9]=2)=[CH:4][CH:3]=1.[CH:17]1([NH:20][C:21](=[O:38])[C:22]2[CH:27]=[CH:26][C:25]([CH3:28])=[C:24](B3OC(C)(C)C(C)(C)O3)[CH:23]=2)[CH2:19][CH2:18]1, predict the reaction product. The product is: [CH:17]1([NH:20][C:21]([C:22]2[CH:27]=[C:26]([C:2]3[CH:7]=[CH:6][C:5]([C:8]4[O:12][C:11]([CH2:13][N:14]([CH3:16])[CH3:15])=[N:10][N:9]=4)=[CH:4][CH:3]=3)[C:25]([CH3:28])=[CH:24][CH:23]=2)=[O:38])[CH2:18][CH2:19]1. (5) Given the reactants Cl.Cl.Cl.Cl.[N:5]1[CH:10]=[CH:9][C:8]([CH2:11][C@H:12]([C:14]([N:16]2[CH2:21][CH2:20][N:19]([CH:22]3[CH2:27][CH2:26][N:25]([CH3:28])[CH2:24][CH2:23]3)[CH2:18][CH2:17]2)=[O:15])[NH2:13])=[CH:7][CH:6]=1.[Cl:29][C:30]1[CH:31]=[C:32]2[C:36](=[CH:37][CH:38]=1)[NH:35][C:34]([C:39](O)=[O:40])=[CH:33]2, predict the reaction product. The product is: [Cl:29][C:30]1[CH:31]=[C:32]2[C:36](=[CH:37][CH:38]=1)[NH:35][C:34]([C:39]([NH:13][C@@H:12]([C:14]([N:16]1[CH2:21][CH2:20][N:19]([CH:22]3[CH2:27][CH2:26][N:25]([CH3:28])[CH2:24][CH2:23]3)[CH2:18][CH2:17]1)=[O:15])[CH2:11][C:8]1[CH:7]=[CH:6][N:5]=[CH:10][CH:9]=1)=[O:40])=[CH:33]2.